This data is from Full USPTO retrosynthesis dataset with 1.9M reactions from patents (1976-2016). The task is: Predict the reactants needed to synthesize the given product. Given the product [NH2:17][C:4]1[N:5]=[C:6]([S:8][CH2:9][C:10]2[CH:15]=[CH:14][CH:13]=[CH:12][C:11]=2[F:16])[N:7]=[C:2]([NH:18][C@H:19]([CH3:20])[CH2:21][OH:22])[CH:3]=1, predict the reactants needed to synthesize it. The reactants are: Cl[C:2]1[N:7]=[C:6]([S:8][CH2:9][C:10]2[CH:15]=[CH:14][CH:13]=[CH:12][C:11]=2[F:16])[N:5]=[C:4]([NH2:17])[CH:3]=1.[NH2:18][C@@H:19]([CH2:21][OH:22])[CH3:20].[Cl-].[NH4+].